Dataset: Reaction yield outcomes from USPTO patents with 853,638 reactions. Task: Predict the reaction yield, written as a fraction of the theoretical maximum amount of product (1.0 means a 100% yield; for example, 0.34 means a 34% yield). (1) The reactants are Cl[CH:2]([CH2:8][CH2:9][C:10]1[C:11]([CH3:26])=[N:12][N:13]([CH3:25])[C:14]=1[N:15]1[C:23]2[C:18](=[CH:19][C:20]([Cl:24])=[CH:21][CH:22]=2)[CH:17]=[CH:16]1)[C:3](OCC)=[O:4].[NH2:27][C:28](N)=[S:29].C([O-])(=[O:33])C.[Na+].Cl. The catalyst is C(O)C.O. The product is [Cl:24][C:20]1[CH:19]=[C:18]2[C:23](=[CH:22][CH:21]=1)[N:15]([C:14]1[N:13]([CH3:25])[N:12]=[C:11]([CH3:26])[C:10]=1[CH2:9][CH2:8][CH:2]1[S:29][C:28](=[O:33])[NH:27][C:3]1=[O:4])[CH:16]=[CH:17]2. The yield is 0.610. (2) The reactants are F[C:2]1[CH:7]=[CH:6][C:5]([S:8]([CH3:11])(=[O:10])=[O:9])=[CH:4][C:3]=1[C:12]1[C:21]2[C:16](=[CH:17][CH:18]=[CH:19][CH:20]=2)[C:15](=[O:22])[N:14]([CH3:23])[CH:13]=1.[NH2:24][C@H:25]1[CH2:30][CH2:29][C@H:28]([OH:31])[CH2:27][CH2:26]1. The catalyst is CN1C(=O)CCC1. The product is [OH:31][C@H:28]1[CH2:29][CH2:30][C@H:25]([NH:24][C:2]2[CH:7]=[CH:6][C:5]([S:8]([CH3:11])(=[O:10])=[O:9])=[CH:4][C:3]=2[C:12]2[C:21]3[C:16](=[CH:17][CH:18]=[CH:19][CH:20]=3)[C:15](=[O:22])[N:14]([CH3:23])[CH:13]=2)[CH2:26][CH2:27]1. The yield is 0.288. (3) The reactants are P(Br)(Br)([Br:3])=O.O[C:7]1[C:17]2[CH2:16][CH2:15][N:14]([C:18](=[O:23])[C:19]([F:22])([F:21])[F:20])[CH2:13][CH:12]([CH3:24])[C:11]=2[NH:10][C:9](=[O:25])[CH:8]=1. The catalyst is CN(C=O)C. The product is [Br:3][C:7]1[C:17]2[CH2:16][CH2:15][N:14]([C:18](=[O:23])[C:19]([F:22])([F:21])[F:20])[CH2:13][CH:12]([CH3:24])[C:11]=2[NH:10][C:9](=[O:25])[CH:8]=1. The yield is 0.500. (4) The reactants are [N+:1]([C:4]1[CH:5]=[C:6]2[C:10](=[CH:11][CH:12]=1)[NH:9][C:8]([C:13]([O:15][CH2:16][CH3:17])=[O:14])=[CH:7]2)([O-])=O. The catalyst is CO.[C].[Pd]. The product is [NH2:1][C:4]1[CH:5]=[C:6]2[C:10](=[CH:11][CH:12]=1)[NH:9][C:8]([C:13]([O:15][CH2:16][CH3:17])=[O:14])=[CH:7]2. The yield is 1.00. (5) The reactants are [Cl:1][C:2]1[C:3]([N:8]2[CH2:13][CH2:12][NH:11][CH2:10][CH2:9]2)=[N:4][CH:5]=[CH:6][N:7]=1.[OH:14][CH2:15][CH2:16][N:17]1[CH:21]=[C:20]([CH:22]=O)[CH:19]=[N:18]1.C(O[BH-](OC(=O)C)OC(=O)C)(=O)C.[Na+].C(O)(=O)C. The catalyst is ClCCCl. The product is [Cl:1][C:2]1[C:3]([N:8]2[CH2:9][CH2:10][N:11]([CH2:22][C:20]3[CH:19]=[N:18][N:17]([CH2:16][CH2:15][OH:14])[CH:21]=3)[CH2:12][CH2:13]2)=[N:4][CH:5]=[CH:6][N:7]=1. The yield is 0.900.